Predict which catalyst facilitates the given reaction. From a dataset of Catalyst prediction with 721,799 reactions and 888 catalyst types from USPTO. (1) Reactant: [F:1][C:2]1[CH:25]=[C:24]([F:26])[CH:23]=[CH:22][C:3]=1[O:4][C:5]1[CH:6]=[C:7]2[C:11](=[CH:12][C:13]=1[S:14](Cl)(=[O:16])=[O:15])[N:10]([CH2:18][CH:19]([CH3:21])[CH3:20])[N:9]=[CH:8]2.[CH3:27][N:28]([CH3:33])[CH2:29][CH2:30][CH2:31][NH2:32].C(N(CC)CC)C. Product: [CH3:27][N:28]([CH3:33])[CH2:29][CH2:30][CH2:31][NH:32][S:14]([C:13]1[CH:12]=[C:11]2[C:7]([CH:8]=[N:9][N:10]2[CH2:18][CH:19]([CH3:21])[CH3:20])=[CH:6][C:5]=1[O:4][C:3]1[CH:22]=[CH:23][C:24]([F:26])=[CH:25][C:2]=1[F:1])(=[O:16])=[O:15]. The catalyst class is: 4. (2) Reactant: [OH:1][C@H:2]([C:13]([NH:15][C:16]1[CH:17]=[N:18][N:19]([CH2:41][CH2:42][OH:43])[C:20]=1[NH:21][C:22]([C:35]1[CH:40]=[CH:39][CH:38]=[CH:37][CH:36]=1)([C:29]1[CH:34]=[CH:33][CH:32]=[CH:31][CH:30]=1)[C:23]1[CH:28]=[CH:27][CH:26]=[CH:25][CH:24]=1)=[O:14])[CH2:3][CH2:4][NH:5][C:6](=[O:12])[O:7][C:8]([CH3:11])([CH3:10])[CH3:9].[C:44](Cl)([C:57]1[CH:62]=[CH:61][CH:60]=[CH:59][CH:58]=1)([C:51]1[CH:56]=[CH:55][CH:54]=[CH:53][CH:52]=1)[C:45]1[CH:50]=[CH:49][CH:48]=[CH:47][CH:46]=1.C(N(CC)CC)C.O. Product: [OH:1][C@H:2]([C:13](=[O:14])[NH:15][C:16]1[CH:17]=[N:18][N:19]([CH2:41][CH2:42][O:43][C:44]([C:45]2[CH:50]=[CH:49][CH:48]=[CH:47][CH:46]=2)([C:57]2[CH:58]=[CH:59][CH:60]=[CH:61][CH:62]=2)[C:51]2[CH:52]=[CH:53][CH:54]=[CH:55][CH:56]=2)[C:20]=1[NH:21][C:22]([C:35]1[CH:40]=[CH:39][CH:38]=[CH:37][CH:36]=1)([C:29]1[CH:30]=[CH:31][CH:32]=[CH:33][CH:34]=1)[C:23]1[CH:24]=[CH:25][CH:26]=[CH:27][CH:28]=1)[CH2:3][CH2:4][NH:5][C:6](=[O:12])[O:7][C:8]([CH3:9])([CH3:10])[CH3:11]. The catalyst class is: 546. (3) Reactant: CCN(C(C)C)C(C)C.[OH:10][C:11]1[CH:12]=[C:13]([CH:17]=[CH:18][CH:19]=1)[C:14]([OH:16])=O.CCN=C=NCCCN(C)C.C1C=CC2N(O)N=NC=2C=1.Cl.[CH2:42]([O:44][C:45](=[O:48])[CH2:46][NH2:47])[CH3:43]. Product: [CH2:42]([O:44][C:45](=[O:48])[CH2:46][NH:47][C:14](=[O:16])[C:13]1[CH:17]=[CH:18][CH:19]=[C:11]([OH:10])[CH:12]=1)[CH3:43]. The catalyst class is: 18. (4) Reactant: C([O:4][C@@H:5]1[C@H:9]([O:10]C(=O)C)[C@@H:8]([CH3:14])[O:7][C@H:6]1[N:15]1[CH:45]=[C:44]([F:46])[C:19]([NH:20][C:21]([O:23][CH2:24][CH2:25][CH:26]([CH3:43])[CH2:27][CH2:28][CH2:29][CH:30]([CH3:42])[CH2:31][CH2:32][CH2:33][CH:34]([CH3:41])[CH2:35][CH2:36][CH2:37][CH:38]([CH3:40])[CH3:39])=[O:22])=[N:18][C:16]1=[O:17])(=O)C.[OH-].[Na+].Cl. Product: [F:46][C:44]1[C:19]([NH:20][C:21]([O:23][CH2:24][CH2:25][CH:26]([CH3:43])[CH2:27][CH2:28][CH2:29][CH:30]([CH3:42])[CH2:31][CH2:32][CH2:33][CH:34]([CH3:41])[CH2:35][CH2:36][CH2:37][CH:38]([CH3:40])[CH3:39])=[O:22])=[N:18][C:16](=[O:17])[N:15]([CH:45]=1)[C@@H:6]1[O:7][C@H:8]([CH3:14])[C@@H:9]([OH:10])[C@H:5]1[OH:4]. The catalyst class is: 5.